Dataset: Peptide-MHC class I binding affinity with 185,985 pairs from IEDB/IMGT. Task: Regression. Given a peptide amino acid sequence and an MHC pseudo amino acid sequence, predict their binding affinity value. This is MHC class I binding data. (1) The peptide sequence is ADDETSSLP. The MHC is HLA-B07:02 with pseudo-sequence HLA-B07:02. The binding affinity (normalized) is 0. (2) The peptide sequence is TIKRRIRQL. The MHC is HLA-B58:01 with pseudo-sequence HLA-B58:01. The binding affinity (normalized) is 0.0847. (3) The binding affinity (normalized) is 0.0847. The peptide sequence is ILHRLAPWI. The MHC is HLA-B51:01 with pseudo-sequence HLA-B51:01. (4) The peptide sequence is YKTKDLQKVCY. The MHC is Mamu-B17 with pseudo-sequence Mamu-B17. The binding affinity (normalized) is 0. (5) The binding affinity (normalized) is 0.0847. The peptide sequence is ILRNPGYAL. The MHC is HLA-B48:01 with pseudo-sequence HLA-B48:01. (6) The peptide sequence is WAKNIQTAI. The MHC is H-2-Db with pseudo-sequence H-2-Db. The binding affinity (normalized) is 0.148.